Dataset: Full USPTO retrosynthesis dataset with 1.9M reactions from patents (1976-2016). Task: Predict the reactants needed to synthesize the given product. (1) Given the product [CH:1]12[CH2:7][CH:4]([CH2:5][CH2:6]1)[CH:3]1[CH:2]2[N:8]1[C:11]1[C:12]([F:36])=[C:13]([F:35])[C:14]([CH:19]=[CH:20][C:21]2[C:25]([CH3:27])([CH3:26])[O:24][C:23](=[C:28]([C:31]#[N:32])[C:29]#[N:30])[C:22]=2[C:33]#[N:34])=[C:15]([F:18])[C:16]=1[F:17], predict the reactants needed to synthesize it. The reactants are: [CH:1]12[CH2:7][CH:4]([CH2:5][CH2:6]1)[CH:3]=[CH:2]2.[N:8]([C:11]1[C:16]([F:17])=[C:15]([F:18])[C:14]([CH:19]=[CH:20][C:21]2[C:25]([CH3:27])([CH3:26])[O:24][C:23](=[C:28]([C:31]#[N:32])[C:29]#[N:30])[C:22]=2[C:33]#[N:34])=[C:13]([F:35])[C:12]=1[F:36])=[N+]=[N-].N1C=CNN1.N1CC1. (2) Given the product [ClH:29].[NH2:18][C:14]1[CH:13]=[C:12]([NH:11][S:8]([CH2:7][C:6]2[CH:26]=[CH:27][CH:28]=[C:4]([N+:1]([O-:3])=[O:2])[CH:5]=2)(=[O:9])=[O:10])[CH:17]=[CH:16][CH:15]=1, predict the reactants needed to synthesize it. The reactants are: [N+:1]([C:4]1[CH:5]=[C:6]([CH:26]=[CH:27][CH:28]=1)[CH2:7][S:8]([NH:11][C:12]1[CH:13]=[C:14]([NH:18]C(=O)OC(C)(C)C)[CH:15]=[CH:16][CH:17]=1)(=[O:10])=[O:9])([O-:3])=[O:2].[ClH:29]. (3) Given the product [CH2:1]([O:3][C:4]([C:6]1([NH:15][C:16](=[O:25])[C:17]2[CH:22]=[CH:21][CH:20]=[C:19]([CH3:23])[C:18]=2[CH:4]=[C:6]([CH3:14])[CH3:7])[CH2:14][C:13]2[C:8](=[CH:9][CH:10]=[CH:11][CH:12]=2)[CH2:7]1)=[O:5])[CH3:2], predict the reactants needed to synthesize it. The reactants are: [CH2:1]([O:3][C:4]([C:6]1([NH:15][C:16](=[O:25])[C:17]2[CH:22]=[CH:21][CH:20]=[C:19]([CH3:23])[C:18]=2I)[CH2:14][C:13]2[C:8](=[CH:9][CH:10]=[CH:11][CH:12]=2)[CH2:7]1)=[O:5])[CH3:2]. (4) Given the product [Cl:1][C:2]1[CH:3]=[CH:4][C:5]([C:8]([CH3:13])([CH3:12])[C:9]([NH:14][CH2:15][CH2:16][CH2:17][N:18]2[CH2:19][CH2:20][CH:21]([C:24]3[CH:25]=[CH:26][C:27]([F:36])=[C:28]([NH:30][C:31](=[O:35])[CH2:32][CH2:33][CH3:34])[CH:29]=3)[CH2:22][CH2:23]2)=[O:11])=[CH:6][CH:7]=1, predict the reactants needed to synthesize it. The reactants are: [Cl:1][C:2]1[CH:7]=[CH:6][C:5]([C:8]([CH3:13])([CH3:12])[C:9]([OH:11])=O)=[CH:4][CH:3]=1.[NH2:14][CH2:15][CH2:16][CH2:17][N:18]1[CH2:23][CH2:22][CH:21]([C:24]2[CH:25]=[CH:26][C:27]([F:36])=[C:28]([NH:30][C:31](=[O:35])[CH2:32][CH2:33][CH3:34])[CH:29]=2)[CH2:20][CH2:19]1.